The task is: Predict which catalyst facilitates the given reaction.. This data is from Catalyst prediction with 721,799 reactions and 888 catalyst types from USPTO. (1) Reactant: C([O:3][C:4]([C:6]1[C:14]2[C:9](=[CH:10][CH:11]=[C:12]([O:15][C:16]3[CH:21]=[CH:20][C:19]([O:22][C:23]([F:26])([F:25])[F:24])=[CH:18][CH:17]=3)[CH:13]=2)[N:8]([C:27]2[CH:32]=[CH:31][C:30]([N:33]([CH2:36][CH3:37])[CH2:34][CH3:35])=[CH:29][CH:28]=2)[C:7]=1[CH2:38][C:39]([O:41][CH2:42][CH3:43])=[O:40])=[O:5])C.Cl.[OH-].[Na+]. Product: [CH2:36]([N:33]([CH2:34][CH3:35])[C:30]1[CH:29]=[CH:28][C:27]([N:8]2[C:9]3[C:14](=[CH:13][C:12]([O:15][C:16]4[CH:17]=[CH:18][C:19]([O:22][C:23]([F:25])([F:24])[F:26])=[CH:20][CH:21]=4)=[CH:11][CH:10]=3)[C:6]([C:4]([OH:5])=[O:3])=[C:7]2[CH2:38][C:39]([O:41][CH2:42][CH3:43])=[O:40])=[CH:32][CH:31]=1)[CH3:37]. The catalyst class is: 14. (2) Reactant: [N:1]([CH2:4][CH2:5][O:6][CH2:7][CH2:8][O:9][CH2:10][CH2:11][O:12][CH2:13][CH2:14][NH:15][C:16](=[O:23])[CH2:17][O:18][CH2:19][C:20]([OH:22])=[O:21])=[N+]=[N-].C(#N)C. Product: [NH2:1][CH2:4][CH2:5][O:6][CH2:7][CH2:8][O:9][CH2:10][CH2:11][O:12][CH2:13][CH2:14][NH:15][C:16](=[O:23])[CH2:17][O:18][CH2:19][C:20]([OH:22])=[O:21]. The catalyst class is: 6.